This data is from Forward reaction prediction with 1.9M reactions from USPTO patents (1976-2016). The task is: Predict the product of the given reaction. (1) Given the reactants [C:1](=O)([O-])[O-].[Cs+].[Cs+].[C:7]([O:11][C:12](=[O:27])[NH:13][CH:14]1[C:20](=[O:21])[NH:19][C:18]2[CH:22]=[CH:23][C:24]([Br:26])=[CH:25][C:17]=2[CH2:16][CH2:15]1)([CH3:10])([CH3:9])[CH3:8].IC, predict the reaction product. The product is: [C:7]([O:11][C:12](=[O:27])[NH:13][CH:14]1[C:20](=[O:21])[N:19]([CH3:1])[C:18]2[CH:22]=[CH:23][C:24]([Br:26])=[CH:25][C:17]=2[CH2:16][CH2:15]1)([CH3:10])([CH3:8])[CH3:9]. (2) Given the reactants C([O-])(=O)[CH2:2][CH3:3].Cl[C:7]1[CH:8]=[C:9]([CH:13]=[CH:14][N:15]=1)[C:10]([OH:12])=[O:11].Cl.[OH-].[NH4+:18], predict the reaction product. The product is: [NH2:18][C:7]1[CH:8]=[C:9]([CH:13]=[CH:14][N:15]=1)[C:10]([O:12][CH2:2][CH3:3])=[O:11]. (3) Given the reactants [C:1]1([C:7]2[CH:15]=[CH:14][CH:13]=[C:12]3[C:8]=2[CH2:9][C:10](=[O:16])[NH:11]3)[CH:6]=[CH:5][CH:4]=[CH:3][CH:2]=1.[CH2:17]([O:19][C:20]([C:22]1[C:26]([CH2:27][CH2:28][CH2:29][N:30]2[CH2:35][CH2:34][N:33]([CH3:36])[CH2:32][CH2:31]2)=[C:25]([CH:37]=O)[NH:24][C:23]=1[CH3:39])=[O:21])[CH3:18].N1CCCCC1, predict the reaction product. The product is: [CH2:17]([O:19][C:20]([C:22]1[C:26]([CH2:27][CH2:28][CH2:29][N:30]2[CH2:35][CH2:34][N:33]([CH3:36])[CH2:32][CH2:31]2)=[C:25]([CH:37]=[C:9]2[C:8]3[C:12](=[CH:13][CH:14]=[CH:15][C:7]=3[C:1]3[CH:2]=[CH:3][CH:4]=[CH:5][CH:6]=3)[NH:11][C:10]2=[O:16])[NH:24][C:23]=1[CH3:39])=[O:21])[CH3:18]. (4) The product is: [Br:5][C:6]1[CH:7]=[CH:8][C:9]([C:12]2([C:15]([O:17][C:2]([CH3:4])([CH3:3])[CH3:1])=[O:16])[CH2:14][CH2:13]2)=[CH:10][CH:11]=1. Given the reactants [CH3:1][C:2](=[CH2:4])[CH3:3].[Br:5][C:6]1[CH:11]=[CH:10][C:9]([C:12]2([C:15]([OH:17])=[O:16])[CH2:14][CH2:13]2)=[CH:8][CH:7]=1.S(=O)(=O)(O)O, predict the reaction product. (5) Given the reactants I[C:2]1[C:10]2[C:5](=[N:6][CH:7]=[N:8][C:9]=2[NH2:11])[NH:4][N:3]=1.[F:12][C:13]1[CH:14]=[C:15](B(O)O)[CH:16]=[CH:17][CH:18]=1.C(=O)([O-])[O-].[Na+].[Na+].Cl, predict the reaction product. The product is: [F:12][C:13]1[CH:18]=[C:17]([C:2]2[C:10]3[C:5](=[N:6][CH:7]=[N:8][C:9]=3[NH2:11])[NH:4][N:3]=2)[CH:16]=[CH:15][CH:14]=1. (6) Given the reactants [CH:1]([S:4]([N:7]1[C:11]2[CH:12]=[C:13]([C:16]3[N:20]([CH:21]4[CH2:23][CH2:22]4)[C:19](Br)=[N:18][C:17]=3[C:25]3[CH:30]=[CH:29][CH:28]=[CH:27][C:26]=3[F:31])[CH:14]=[CH:15][C:10]=2[N:9]=[C:8]1[NH2:32])(=[O:6])=[O:5])([CH3:3])[CH3:2].[CH3:33][Si:34]([C:37]#[CH:38])([CH3:36])[CH3:35].C(N(CC)CC)C, predict the reaction product. The product is: [CH:1]([S:4]([N:7]1[C:11]2[CH:12]=[C:13]([C:16]3[N:20]([CH:21]4[CH2:23][CH2:22]4)[C:19]([C:38]#[C:37][Si:34]([CH3:36])([CH3:35])[CH3:33])=[N:18][C:17]=3[C:25]3[CH:30]=[CH:29][CH:28]=[CH:27][C:26]=3[F:31])[CH:14]=[CH:15][C:10]=2[N:9]=[C:8]1[NH2:32])(=[O:6])=[O:5])([CH3:3])[CH3:2]. (7) Given the reactants [C:1]([O:9][CH2:10][CH3:11])(=[O:8])[CH2:2][C:3]([O:5][CH2:6][CH3:7])=[O:4].[CH:12]([N-]C(C)C)(C)[CH3:13].[Li+].[CH2:20]([O:22][C:23](=[O:32])[CH2:24][CH2:25][CH2:26][CH2:27][CH2:28][CH2:29][CH2:30]Br)[CH3:21].Cl, predict the reaction product. The product is: [CH2:10]([O:9][C:1](=[O:8])[C:2]([C:3]([O:5][CH2:6][CH3:7])=[O:4])([CH2:12][CH3:13])[CH2:30][CH2:29][CH2:28][CH2:27][CH2:26][CH2:25][CH2:24][C:23]([O:22][CH2:20][CH3:21])=[O:32])[CH3:11]. (8) Given the reactants [Br:1][C:2]1[S:3][CH:4]=[CH:5][C:6]=1[C:7]([OH:9])=[O:8].CNN(NC)C1C=CN=CC=1.[CH2:21](O)[C:22]1[CH:27]=[CH:26][CH:25]=[CH:24][CH:23]=1.C(N(CC)CC)C.Cl.C(N=C=NCCCN(C)C)C, predict the reaction product. The product is: [CH2:21]([O:8][C:7]([C:6]1[CH:5]=[CH:4][S:3][C:2]=1[Br:1])=[O:9])[C:22]1[CH:27]=[CH:26][CH:25]=[CH:24][CH:23]=1.